From a dataset of M1 muscarinic receptor antagonist screen with 61,756 compounds. Binary Classification. Given a drug SMILES string, predict its activity (active/inactive) in a high-throughput screening assay against a specified biological target. (1) The compound is S(=O)(=O)(N(CC1OCCC1)Cc1cc2c([nH]c1=O)cc1OCCOc1c2)c1ccc(cc1)C(=O)C. The result is 0 (inactive). (2) The molecule is O=c1n(c(=O)n(c2nc3n(CCN3c3ccc(OCC)cc3)c12)C)CCc1ccccc1. The result is 0 (inactive). (3) The drug is S(=O)(=O)(N1CCN(CC1)C)c1ccc(NC(=O)c2oc(cc2)C)cc1. The result is 0 (inactive). (4) The compound is S(=O)(=O)(N1CCCC1)c1ccc(cc1)C(=O)COC(=O)C=1OCCOC1. The result is 0 (inactive). (5) The compound is S(=O)(=O)(N)c1ccc(CCNC(=O)CCCC)cc1. The result is 0 (inactive). (6) The drug is S(CC(=O)c1c(n(c(c1)C)Cc1occc1)C)c1n(nnn1)c1cc(ccc1)C. The result is 0 (inactive). (7) The molecule is o1c(C(=O)N2CCCc3c2cccc3)cc(=O)c2c1cccc2. The result is 0 (inactive). (8) The compound is s1nc(SC)c(c1SC)C(OCC(F)(F)F)=O. The result is 0 (inactive). (9) The compound is S(c1n(c(nn1)c1cccnc1)c1ccccc1)CC#N. The result is 0 (inactive). (10) The compound is O1C2(C(CC1=O)C(=O)Nc1c(OC)ccc(c1)C)CCCCC2. The result is 0 (inactive).